Dataset: Catalyst prediction with 721,799 reactions and 888 catalyst types from USPTO. Task: Predict which catalyst facilitates the given reaction. Reactant: C([O:4][C:5]1[CH:6]=[C:7]([CH2:15][CH:16]=[CH2:17])[C:8]2[O:12][N:11]=[C:10]([CH3:13])[C:9]=2[CH:14]=1)(=O)C.Cl.CO. Product: [CH2:15]([C:7]1[C:8]2[O:12][N:11]=[C:10]([CH3:13])[C:9]=2[CH:14]=[C:5]([OH:4])[CH:6]=1)[CH:16]=[CH2:17]. The catalyst class is: 6.